Task: Predict the reaction yield, written as a fraction of the theoretical maximum amount of product (1.0 means a 100% yield; for example, 0.34 means a 34% yield).. Dataset: Reaction yield outcomes from USPTO patents with 853,638 reactions (1) The catalyst is C1COCC1. The yield is 0.950. The reactants are [F:1][CH:2]([F:38])[C:3]1[N:7]([C:8]2[N:13]=[C:12]([N:14]3[CH2:19][CH2:18][O:17][CH2:16][CH2:15]3)[N:11]=[C:10]([N:20]3[CH2:23][CH:22]([NH:24][C:25](=[O:31])[O:26][C:27]([CH3:30])([CH3:29])[CH3:28])[CH2:21]3)[N:9]=2)[C:6]2[CH:32]=[CH:33][CH:34]=[C:35]([O:36][CH3:37])[C:5]=2[N:4]=1.[H-].[Na+].[CH3:41]I. The product is [F:38][CH:2]([F:1])[C:3]1[N:7]([C:8]2[N:13]=[C:12]([N:14]3[CH2:19][CH2:18][O:17][CH2:16][CH2:15]3)[N:11]=[C:10]([N:20]3[CH2:21][CH:22]([N:24]([CH3:41])[C:25](=[O:31])[O:26][C:27]([CH3:30])([CH3:29])[CH3:28])[CH2:23]3)[N:9]=2)[C:6]2[CH:32]=[CH:33][CH:34]=[C:35]([O:36][CH3:37])[C:5]=2[N:4]=1. (2) The reactants are [OH:1][CH2:2][CH2:3][CH2:4][C:5]1[C:10](=[O:11])[N:9](CC2C=CC(OC)=CC=2)[NH:8][C:7](=[O:21])[CH:6]=1.C1(OC)C=CC=CC=1. The catalyst is C(O)(C(F)(F)F)=O. The product is [OH:1][CH2:2][CH2:3][CH2:4][C:5]1[C:10](=[O:11])[NH:9][NH:8][C:7](=[O:21])[CH:6]=1. The yield is 0.920. (3) The reactants are Cl.[CH3:2][NH:3][C:4](=[O:12])[C@H:5]([C:8](=[O:11])[O:9][CH3:10])[NH:6][CH3:7].CN(C(ON1N=NC2C=CC=NC1=2)=[N+](C)C)C.F[P-](F)(F)(F)(F)F.CCN(C(C)C)C(C)C.[C:46]([O:50][C:51]([N:53]([CH3:69])[C:54]1[CH:59]=[CH:58][C:57]([C:60]2[CH:65]=[CH:64][C:63]([C:66](O)=[O:67])=[CH:62][CH:61]=2)=[CH:56][CH:55]=1)=[O:52])([CH3:49])([CH3:48])[CH3:47]. The catalyst is O.C(OCC)(=O)C.CN(C=O)C. The product is [C:46]([O:50][C:51]([N:53]([CH3:69])[C:54]1[CH:59]=[CH:58][C:57]([C:60]2[CH:65]=[CH:64][C:63]([C:66]([N:6]([CH:5]([C:4]([NH:3][CH3:2])=[O:12])[C:8]([O:9][CH3:10])=[O:11])[CH3:7])=[O:67])=[CH:62][CH:61]=2)=[CH:56][CH:55]=1)=[O:52])([CH3:47])([CH3:48])[CH3:49]. The yield is 0.510. (4) The reactants are [CH3:1][C:2]1([CH3:22])[C:6]([CH3:8])([CH3:7])[O:5][B:4]([C:9]2[C:18]3[C:13](=[CH:14][CH:15]=[CH:16][CH:17]=3)[C:12]([C:19](O)=[O:20])=[CH:11][CH:10]=2)[O:3]1.B.CO. The catalyst is C1COCC1. The product is [CH3:7][C:6]1([CH3:8])[C:2]([CH3:1])([CH3:22])[O:3][B:4]([C:9]2[C:18]3[C:13](=[CH:14][CH:15]=[CH:16][CH:17]=3)[C:12]([CH2:19][OH:20])=[CH:11][CH:10]=2)[O:5]1. The yield is 0.750. (5) The yield is 0.730. The reactants are [CH3:1][CH:2]([S:4][CH:5]1[CH2:10][CH2:9][N:8]([C:11]([O:13][C:14]([CH3:17])([CH3:16])[CH3:15])=[O:12])[CH2:7][CH2:6]1)[CH3:3].ClC1C=CC=C(C(OO)=[O:26])C=1. The catalyst is C(Cl)Cl. The product is [CH3:3][CH:2]([S:4]([CH:5]1[CH2:6][CH2:7][N:8]([C:11]([O:13][C:14]([CH3:15])([CH3:17])[CH3:16])=[O:12])[CH2:9][CH2:10]1)=[O:26])[CH3:1]. (6) The reactants are [NH2:1][C:2]1[C:7]([C:8]([C:10]2[CH:11]=[N:12][C:13]([NH:16][CH2:17][CH2:18][O:19][CH3:20])=[CH:14][CH:15]=2)=[O:9])=[CH:6][C:5](Br)=[CH:4][N:3]=1.[CH3:22][O:23][C:24]1[CH:25]=[C:26](B(O)O)[CH:27]=[CH:28][C:29]=1[O:30][CH3:31].C(#N)C.C(=O)([O-])[O-].[Na+].[Na+]. The catalyst is O.Cl[Pd-2](Cl)(P(C1C=CC=CC=1)(C1C=CC=CC=1)C1C=CC=CC=1)P(C1C=CC=CC=1)(C1C=CC=CC=1)C1C=CC=CC=1. The product is [NH2:1][C:2]1[C:7]([C:8]([C:10]2[CH:11]=[N:12][C:13]([NH:16][CH2:17][CH2:18][O:19][CH3:20])=[CH:14][CH:15]=2)=[O:9])=[CH:6][C:5]([C:27]2[CH:26]=[CH:25][C:24]([O:23][CH3:22])=[C:29]([O:30][CH3:31])[CH:28]=2)=[CH:4][N:3]=1. The yield is 0.740. (7) The yield is 0.820. The reactants are [ClH:1].O1CCOCC1.OC(C(F)(F)F)=O.[CH3:15][O:16][C:17]1[CH:22]=[CH:21][C:20]([NH:23][C:24]([N:26]2[CH2:31][CH2:30][N:29](C(OC(C)(C)C)=O)[CH2:28][CH:27]2[CH2:39][NH:40][C:41]2[CH:42]=[N:43][CH:44]=[CH:45][CH:46]=2)=[O:25])=[CH:19][CH:18]=1. The product is [ClH:1].[ClH:1].[CH3:15][O:16][C:17]1[CH:18]=[CH:19][C:20]([NH:23][C:24]([N:26]2[CH2:31][CH2:30][NH:29][CH2:28][CH:27]2[CH2:39][NH:40][C:41]2[CH:42]=[N:43][CH:44]=[CH:45][CH:46]=2)=[O:25])=[CH:21][CH:22]=1. The catalyst is CO.